Task: Binary Classification. Given a miRNA mature sequence and a target amino acid sequence, predict their likelihood of interaction.. Dataset: Experimentally validated miRNA-target interactions with 360,000+ pairs, plus equal number of negative samples (1) The miRNA is hsa-miR-3646 with sequence AAAAUGAAAUGAGCCCAGCCCA. The protein sequence of the target gene is MGSVSSLISGHSFHSKHCRASQYKLRKSSHLKKLNRYSDGLLRFGFSQDSGHGKSSSKMGKSEDFFYIKVSQKARGSHHPDYTALSSGDLGGQAGVDFDPSTPPKLMPFSNQLEMGSEKGAVRPTAFKPVLPRSGAILHSSPESASHQLHPAPPDKPKEQELKPGLCSGALSDSGRNSMSSLPTHSTSSSYQLDPLVTPVGPTSRFGGSAHNITQGIVLQDSNMMSLKALSFSDGGSKLGHSNKADKGPSCVRSPISTDECSIQELEQKLLEREGALQKLQRSFEEKELASSLAYEERPR.... Result: 0 (no interaction). (2) The miRNA is cel-miR-52-5p with sequence CACCCGUACAUAUGUUUCCGUGCU. The protein sequence of the target gene is MSETEFHHGAQAGLELLRSSNSPTSASQSAGMTVTDQAFVTLATNDIYCQGALVLGQSLRRHRLTRKLVVLITPQVSSLLRVILSKVFDEVIEVNLIDSADYIHLAFLKRPELGLTLTKLHCWTLTHYSKCVFLDADTLVLSNVDELFDRGEFSAAPDPGWPDCFNSGVFVFQPSLHTHKLLLQHAMEHGSFDGADQGLLNSFFRNWSTTDIHKHLPFIYNLSSNTMYTYSPAFKQFGSSAKVVHFLGSMKPWNYKYNPQSGSVLEQGSASSSQHQAAFLHLWWTVYQNNVLPLYKSVQA.... Result: 0 (no interaction).